This data is from Reaction yield outcomes from USPTO patents with 853,638 reactions. The task is: Predict the reaction yield, written as a fraction of the theoretical maximum amount of product (1.0 means a 100% yield; for example, 0.34 means a 34% yield). The reactants are C[O:2][C:3]([C:5]1[CH:10]=[C:9]([N:11]([CH2:13][C:14]2[CH:19]=[CH:18][CH:17]=[CH:16][CH:15]=2)[CH3:12])[CH:8]=[CH:7][N:6]=1)=[O:4].[OH-].[Li+].Cl.C(OCC)C. The catalyst is CO.O. The product is [CH2:13]([N:11]([CH3:12])[C:9]1[CH:8]=[CH:7][N:6]=[C:5]([C:3]([OH:4])=[O:2])[CH:10]=1)[C:14]1[CH:19]=[CH:18][CH:17]=[CH:16][CH:15]=1. The yield is 1.00.